This data is from Forward reaction prediction with 1.9M reactions from USPTO patents (1976-2016). The task is: Predict the product of the given reaction. Given the reactants COC1C=C(OC)C=CC=1C[N:6]([C:31]1[S:35][N:34]=[CH:33][N:32]=1)[S:7]([C:10]1[CH:15]=[C:14]([F:16])[C:13]([O:17][C@H:18]2[CH2:23][CH2:22][CH2:21][CH2:20][C@@H:19]2[C:24]2[CH:29]=[CH:28][CH:27]=[CH:26][CH:25]=2)=[CH:12][C:11]=1[F:30])(=[O:9])=[O:8].C([SiH](CC)CC)C.FC(F)(F)C(O)=O, predict the reaction product. The product is: [F:30][C:11]1[CH:12]=[C:13]([O:17][C@H:18]2[CH2:23][CH2:22][CH2:21][CH2:20][C@@H:19]2[C:24]2[CH:25]=[CH:26][CH:27]=[CH:28][CH:29]=2)[C:14]([F:16])=[CH:15][C:10]=1[S:7]([NH:6][C:31]1[S:35][N:34]=[CH:33][N:32]=1)(=[O:9])=[O:8].